From a dataset of Full USPTO retrosynthesis dataset with 1.9M reactions from patents (1976-2016). Predict the reactants needed to synthesize the given product. (1) Given the product [C:1]([CH:4]([NH:6][C:7]([CH:9]([NH:21][C:22](=[O:29])[CH:23]([NH:28][CH2:47][C:46](=[O:49])[NH:45][O:44][CH2:37][C:38]1[CH:43]=[CH:42][CH:41]=[CH:40][CH:39]=1)[CH2:24][CH:25]([CH3:26])[CH3:27])[CH2:10][C:11]1[CH:20]=[CH:19][C:18]2[C:13](=[CH:14][CH:15]=[CH:16][CH:17]=2)[CH:12]=1)=[O:8])[CH3:5])(=[O:3])[NH2:2], predict the reactants needed to synthesize it. The reactants are: [C:1]([CH:4]([NH:6][C:7]([CH:9]([NH:21][C:22](=[O:29])[CH:23]([NH2:28])[CH2:24][CH:25]([CH3:27])[CH3:26])[CH2:10][C:11]1[CH:20]=[CH:19][C:18]2[C:13](=[CH:14][CH:15]=[CH:16][CH:17]=2)[CH:12]=1)=[O:8])[CH3:5])(=[O:3])[NH2:2].C(N(CC)CC)C.[CH2:37]([O:44][NH:45][C:46](=[O:49])[CH2:47]Br)[C:38]1[CH:43]=[CH:42][CH:41]=[CH:40][CH:39]=1. (2) Given the product [CH3:1][O:2][C:3]1[CH:11]=[C:10]2[C:6](=[CH:5][CH:4]=1)[CH:7]([C:20]1[CH:21]=[CH:22][C:23]([O:24][CH2:25][C@@H:26]([N:28]3[CH2:32][CH2:31][C@@H:30]([CH3:33])[CH2:29]3)[CH3:27])=[CH:34][CH:35]=1)[CH:8]([C:12]1[CH:17]=[CH:16][C:15]([O:18][CH3:19])=[CH:14][CH:13]=1)[CH2:9]2, predict the reactants needed to synthesize it. The reactants are: [CH3:1][O:2][C:3]1[CH:11]=[C:10]2[C:6]([C:7]([C:20]3[CH:35]=[CH:34][C:23]([O:24][CH2:25][C@@H:26]([N:28]4[CH2:32][CH2:31][C@@H:30]([CH3:33])[CH2:29]4)[CH3:27])=[CH:22][CH:21]=3)=[C:8]([C:12]3[CH:17]=[CH:16][C:15]([O:18][CH3:19])=[CH:14][CH:13]=3)[CH2:9]2)=[CH:5][CH:4]=1.C(OCC)(=O)C. (3) Given the product [C:12]([O:15][C@@H:16]([C:5]1[CH:6]=[CH:7][CH:8]=[CH:9][CH:10]=1)[CH3:17])(=[O:14])[CH3:13], predict the reactants needed to synthesize it. The reactants are: C(O[C:5]1[CH:10]=[CH:9][C:8](Cl)=[CH:7][CH:6]=1)(=O)C.[C:12]([O:15][C:16](C)=[CH2:17])(=[O:14])[CH3:13]. (4) Given the product [C:8]([C:5]1[CH:6]=[CH:7][C:2]([O:1][CH2:19][C:20]([O:22][CH3:23])=[O:21])=[C:3]([CH3:11])[CH:4]=1)(=[O:10])[CH3:9], predict the reactants needed to synthesize it. The reactants are: [OH:1][C:2]1[CH:7]=[CH:6][C:5]([C:8](=[O:10])[CH3:9])=[CH:4][C:3]=1[CH3:11].C(=O)([O-])[O-].[K+].[K+].Br[CH2:19][C:20]([O:22][CH3:23])=[O:21].